From a dataset of Catalyst prediction with 721,799 reactions and 888 catalyst types from USPTO. Predict which catalyst facilitates the given reaction. Reactant: [C:1]1([CH2:7][CH2:8][S:9][C:10]2[N:15]=[C:14]([C:16]3[S:17][C:18]4[CH:26]=[CH:25][CH:24]=[CH:23][C:19]=4[C:20](=[O:22])[N:21]=3)[CH:13]=[CH:12][CH:11]=2)[CH:6]=[CH:5][CH:4]=[CH:3][CH:2]=1.ClC1C=CC=C(C(OO)=[O:35])C=1. Product: [C:1]1([CH2:7][CH2:8][S:9]([C:10]2[N:15]=[C:14]([C:16]3[S:17][C:18]4[CH:26]=[CH:25][CH:24]=[CH:23][C:19]=4[C:20](=[O:22])[N:21]=3)[CH:13]=[CH:12][CH:11]=2)=[O:35])[CH:2]=[CH:3][CH:4]=[CH:5][CH:6]=1. The catalyst class is: 22.